From a dataset of Catalyst prediction with 721,799 reactions and 888 catalyst types from USPTO. Predict which catalyst facilitates the given reaction. (1) Reactant: Cl[C:2]1[C:7]([Cl:8])=[N:6][CH:5]=[CH:4][N:3]=1.[CH3:9][C:10]1[CH:11]=[C:12]([CH:14]=[C:15]([CH3:17])[CH:16]=1)[NH2:13].C(=O)([O-])[O-].[Na+].[Na+].O. Product: [Cl:8][C:7]1[C:2]([NH:13][C:12]2[CH:14]=[C:15]([CH3:17])[CH:16]=[C:10]([CH3:9])[CH:11]=2)=[N:3][CH:4]=[CH:5][N:6]=1. The catalyst class is: 60. (2) Reactant: [C:1]([C:3]1[CH:10]=[CH:9][C:6]([CH:7]=O)=[CH:5][CH:4]=1)#[N:2].C(=O)(O)[O-].[Na+].S(O)(O)(=O)=O.[CH3:21][O:22][C:23](=[NH:25])[NH2:24].[CH3:21][O:22][C:23](=[NH:25])[NH2:24].[C:31]([O:37][CH3:38])(=[O:36])[CH2:32][C:33]([CH3:35])=O. Product: [CH3:38][O:37][C:31]([C:32]1[CH:7]([C:6]2[CH:9]=[CH:10][C:3]([C:1]#[N:2])=[CH:4][CH:5]=2)[N:25]=[C:23]([O:22][CH3:21])[NH:24][C:33]=1[CH3:35])=[O:36]. The catalyst class is: 18. (3) Reactant: [CH2:1]([N:5]1[C:13]2[N:12]=[C:11]([Cl:14])[NH:10][C:9]=2[C:8](=[O:15])[N:7]([CH2:16][CH2:17][CH2:18][C:19]([O:21]CC)=O)[C:6]1=[O:24])[CH2:2][CH2:3][CH3:4].[Cl:25][C:26]1[C:31]([Cl:32])=[CH:30][CH:29]=[CH:28][C:27]=1[CH2:33]/[C:34](=[N:37]/[H])/[NH:35]O.[O-]CC.[Na+]. Product: [CH2:1]([N:5]1[C:13]2[N:12]=[C:11]([Cl:14])[NH:10][C:9]=2[C:8](=[O:15])[N:7]([CH2:16][CH2:17][CH2:18][C:19]2[O:21][N:35]=[C:34]([CH2:33][C:27]3[CH:28]=[CH:29][CH:30]=[C:31]([Cl:32])[C:26]=3[Cl:25])[N:37]=2)[C:6]1=[O:24])[CH2:2][CH2:3][CH3:4]. The catalyst class is: 14. (4) Reactant: [CH2:1]([C@H:8]1[N:13]([C:14]([C:16]2[N:17]=[CH:18][N:19]([CH:27]3[CH2:31][CH2:30][N:29](CC4C=CC=CC=4)[CH2:28]3)[C:20]=2[C:21]2[CH:26]=[CH:25][CH:24]=[CH:23][CH:22]=2)=[O:15])[CH2:12][CH2:11][N:10]([C:39]([O:41][C:42]([CH3:45])([CH3:44])[CH3:43])=[O:40])[CH2:9]1)[C:2]1[CH:7]=[CH:6][CH:5]=[CH:4][CH:3]=1. Product: [CH2:1]([C@H:8]1[N:13]([C:14]([C:16]2[N:17]=[CH:18][N:19]([CH:27]3[CH2:31][CH2:30][NH:29][CH2:28]3)[C:20]=2[C:21]2[CH:26]=[CH:25][CH:24]=[CH:23][CH:22]=2)=[O:15])[CH2:12][CH2:11][N:10]([C:39]([O:41][C:42]([CH3:45])([CH3:44])[CH3:43])=[O:40])[CH2:9]1)[C:2]1[CH:7]=[CH:6][CH:5]=[CH:4][CH:3]=1. The catalyst class is: 105. (5) Reactant: [NH2:1][C:2]1([C:6]2[S:7][C:8]([C:11]3[CH:12]=[C:13]([NH:18][C:19]4[N:24]=[C:23]([C:25]([F:28])([F:27])[F:26])[CH:22]=[CH:21][N:20]=4)[CH:14]=[C:15]([CH3:17])[CH:16]=3)=[CH:9][N:10]=2)[CH2:5][CH2:4][CH2:3]1.CCN(CC)CC.[C:36](Cl)(=[O:38])[CH3:37]. Product: [CH3:17][C:15]1[CH:16]=[C:11]([C:8]2[S:7][C:6]([C:2]3([NH:1][C:36](=[O:38])[CH3:37])[CH2:3][CH2:4][CH2:5]3)=[N:10][CH:9]=2)[CH:12]=[C:13]([NH:18][C:19]2[N:24]=[C:23]([C:25]([F:27])([F:28])[F:26])[CH:22]=[CH:21][N:20]=2)[CH:14]=1. The catalyst class is: 56. (6) Reactant: [CH2:1]([C@H:5]1[CH2:9][CH2:8][CH2:7][N:6]1[CH2:10][C:11]1[N:16]([CH2:17][CH2:18][C:19]2[CH:28]=[CH:27][C:22]([C:23]([O:25]C)=[O:24])=[CH:21][CH:20]=2)[C:15](=[O:29])[C:14]([C:30]2[CH:35]=[CH:34][CH:33]=[CH:32][C:31]=2[O:36][C:37]([F:40])([F:39])[F:38])=[CH:13][C:12]=1[C:41]1[CH:46]=[CH:45][CH:44]=[CH:43][C:42]=1[O:47][C:48]([F:51])([F:50])[F:49])[CH:2]([CH3:4])[CH3:3].[OH-].[Na+].Cl.C(Cl)(Cl)[Cl:56]. The catalyst class is: 36. Product: [ClH:56].[CH2:1]([C@H:5]1[CH2:9][CH2:8][CH2:7][N:6]1[CH2:10][C:11]1[N:16]([CH2:17][CH2:18][C:19]2[CH:28]=[CH:27][C:22]([C:23]([OH:25])=[O:24])=[CH:21][CH:20]=2)[C:15](=[O:29])[C:14]([C:30]2[CH:35]=[CH:34][CH:33]=[CH:32][C:31]=2[O:36][C:37]([F:38])([F:39])[F:40])=[CH:13][C:12]=1[C:41]1[CH:46]=[CH:45][CH:44]=[CH:43][C:42]=1[O:47][C:48]([F:51])([F:50])[F:49])[CH:2]([CH3:4])[CH3:3]. (7) Reactant: Br[C:2]1[S:3][C:4]([CH3:25])=[C:5]([CH2:7][CH2:8][O:9][C:10]2[CH:11]=[C:12]3[C:16](=[CH:17][CH:18]=2)[C@H:15]([CH2:19][C:20]([O:22]CC)=[O:21])[CH2:14][CH2:13]3)[N:6]=1.[CH3:26][CH2:27]O.[Li+].[OH-]. Product: [CH:10]([C:26]1[CH:27]=[CH:7][C:5]([C:2]2[S:3][C:4]([CH3:25])=[C:5]([CH2:7][CH2:8][O:9][C:10]3[CH:11]=[C:12]4[C:16](=[CH:17][CH:18]=3)[C@H:15]([CH2:19][C:20]([OH:22])=[O:21])[CH2:14][CH2:13]4)[N:6]=2)=[CH:4][CH:25]=1)([CH3:11])[CH3:18]. The catalyst class is: 6.